From a dataset of Forward reaction prediction with 1.9M reactions from USPTO patents (1976-2016). Predict the product of the given reaction. (1) Given the reactants [Br:1][C:2]1[C:11]2[C:6](=[CH:7][C:8]([C:12]#[N:13])=[CH:9][CH:10]=2)[CH:5]=[CH:4][C:3]=1[NH:14][C:15](=[O:21])[O:16][C:17]([CH3:20])([CH3:19])[CH3:18].[H-].[Na+].[Cl:24][CH:25]=[CH:26][CH2:27]Cl, predict the reaction product. The product is: [Br:1][C:2]1[C:11]2[C:6](=[CH:7][C:8]([C:12]#[N:13])=[CH:9][CH:10]=2)[CH:5]=[CH:4][C:3]=1[N:14]([CH2:27][CH:26]=[CH:25][Cl:24])[C:15](=[O:21])[O:16][C:17]([CH3:18])([CH3:20])[CH3:19]. (2) Given the reactants C1O[C:16]23[O:17][CH2:18][O:19][C:15]2=[CH:14][C:5]([C:6]([C:8]2[CH:13]=[CH:12][CH:11]=[CH:10][CH:9]=2)=O)=[C:4]([NH2:21])[CH:3]3O1.[CH:22]([OH:24])=[O:23].[CH:25]([NH2:27])=O, predict the reaction product. The product is: [CH2:18]1[O:17][C:16]2[CH:3]=[C:4]3[C:5]([C:6]([C:8]4[CH:9]=[CH:10][C:11]5[O:23][CH2:22][O:24][C:12]=5[CH:13]=4)=[N:27][CH:25]=[N:21]3)=[CH:14][C:15]=2[O:19]1.